From a dataset of Reaction yield outcomes from USPTO patents with 853,638 reactions. Predict the reaction yield, written as a fraction of the theoretical maximum amount of product (1.0 means a 100% yield; for example, 0.34 means a 34% yield). (1) The reactants are Br[C:2]1[CH:8]=[C:7]([Cl:9])[C:5]([NH2:6])=[C:4]([F:10])[C:3]=1[F:11].[Li]CCCC. The catalyst is C1COCC1. The product is [Cl:9][C:7]1[C:5]([NH2:6])=[C:4]([F:10])[C:3]([F:11])=[CH:2][CH:8]=1. The yield is 0.550. (2) The reactants are [OH:1][C:2]1[C:3]([C:24]([NH:26][CH2:27][C:28]([O:30]CC)=[O:29])=[O:25])=[C:4]2[C:9](=[CH:10][C:11]=1[C:12]1[CH:17]=[CH:16][CH:15]=[CH:14][N:13]=1)[N:8]=[C:7]([C:18]1[CH:23]=[CH:22][CH:21]=[CH:20][CH:19]=1)[CH:6]=[N:5]2.[OH-].[Na+]. The catalyst is C(O)C. The product is [OH:1][C:2]1[C:3]([C:24]([NH:26][CH2:27][C:28]([OH:30])=[O:29])=[O:25])=[C:4]2[C:9](=[CH:10][C:11]=1[C:12]1[CH:17]=[CH:16][CH:15]=[CH:14][N:13]=1)[N:8]=[C:7]([C:18]1[CH:23]=[CH:22][CH:21]=[CH:20][CH:19]=1)[CH:6]=[N:5]2. The yield is 0.760.